This data is from Catalyst prediction with 721,799 reactions and 888 catalyst types from USPTO. The task is: Predict which catalyst facilitates the given reaction. Reactant: [CH3:1][O:2][C:3]1[CH:15]=[C:14]2[C:6]([C:7]3[C:12]([CH3:16])([CH2:13]2)[CH2:11][CH2:10][C:9](=[O:17])[CH:8]=3)=[CH:5][CH:4]=1.C([O-])(O)=O.[Na+].[Br:23]Br. Product: [Br:23][C:8]1[C:9](=[O:17])[CH2:10][CH2:11][C:12]2([CH3:16])[C:7]=1[C:6]1[C:14](=[CH:15][C:3]([O:2][CH3:1])=[CH:4][CH:5]=1)[CH2:13]2. The catalyst class is: 91.